From a dataset of Forward reaction prediction with 1.9M reactions from USPTO patents (1976-2016). Predict the product of the given reaction. The product is: [CH3:36][O:37][CH2:38][CH2:39][N:40]([CH2:24][C:21]1[N:20]=[C:19]([C@H:10]([CH2:9][CH2:8][CH2:7][CH:1]2[CH2:2][CH2:3][CH2:4][CH2:5][CH2:6]2)[CH2:11][C:12]([O:14][C:15]([CH3:18])([CH3:16])[CH3:17])=[O:13])[O:23][N:22]=1)[CH2:41][CH2:42][O:43][CH3:44]. Given the reactants [CH:1]1([CH2:7][CH2:8][CH2:9][C@@H:10]([C:19]2[O:23][N:22]=[C:21]([CH2:24]OS(C3C=CC(C)=CC=3)(=O)=O)[N:20]=2)[CH2:11][C:12]([O:14][C:15]([CH3:18])([CH3:17])[CH3:16])=[O:13])[CH2:6][CH2:5][CH2:4][CH2:3][CH2:2]1.[CH3:36][O:37][CH2:38][CH2:39][NH:40][CH2:41][CH2:42][O:43][CH3:44], predict the reaction product.